This data is from Forward reaction prediction with 1.9M reactions from USPTO patents (1976-2016). The task is: Predict the product of the given reaction. (1) Given the reactants [CH:1]([CH:3]1[CH2:12][CH2:11][CH2:10][C:9]2[C:8]([C:13]#[N:14])=[CH:7][CH:6]=[CH:5][C:4]1=2)=O.[N:15]1(C(OC(C)(C)C)=O)[CH2:20][CH2:19][NH:18][CH2:17][CH2:16]1.COC1C=C(CCN2CCNCC2)C=CC=1C#N, predict the reaction product. The product is: [N:15]1([CH2:1][CH:3]2[CH2:12][CH2:11][CH2:10][C:9]3[C:8]([C:13]#[N:14])=[CH:7][CH:6]=[CH:5][C:4]2=3)[CH2:20][CH2:19][NH:18][CH2:17][CH2:16]1. (2) Given the reactants [CH3:1][O:2][C:3]1[CH:20]=[CH:19][C:18]2[C@@H:17]3[C@H:8]([C@H:9]4[C@@:13]([CH2:15][CH2:16]3)([CH3:14])[C@@H:12]([OH:21])[CH:11]=[CH:10]4)[CH2:7][CH2:6][C:5]=2[CH:4]=1.C1(P(C2C=CC=CC=2)C2C=CC=CC=2)C=CC=CC=1.[N+:41]([C:44]1[CH:52]=[CH:51][C:47]([C:48](O)=[O:49])=[CH:46][CH:45]=1)([O-:43])=[O:42].N(C(OC(C)C)=O)=NC(OC(C)C)=O.[Cl-].[Na+], predict the reaction product. The product is: [N+:41]([C:44]1[CH:45]=[CH:46][C:47]([C:48]([O:21][CH:12]2[CH:11]=[CH:10][C@H:9]3[C@H:8]4[C@H:17]([CH2:16][CH2:15][C@:13]23[CH3:14])[C:18]2[CH:19]=[CH:20][C:3]([O:2][CH3:1])=[CH:4][C:5]=2[CH2:6][CH2:7]4)=[O:49])=[CH:51][CH:52]=1)([O-:43])=[O:42].